From a dataset of Catalyst prediction with 721,799 reactions and 888 catalyst types from USPTO. Predict which catalyst facilitates the given reaction. (1) Reactant: [CH3:1][C:2]([C:4]1[CH:9]=[C:8]([O:10][CH3:11])[C:7]([O:12][CH3:13])=[C:6]([O:14][CH3:15])[CH:5]=1)=[O:3].[Br:16]Br. Product: [Br:16][CH2:1][C:2]([C:4]1[CH:5]=[C:6]([O:14][CH3:15])[C:7]([O:12][CH3:13])=[C:8]([O:10][CH3:11])[CH:9]=1)=[O:3]. The catalyst class is: 27. (2) Reactant: [CH:1]1([N:4]([CH:18]2[CH2:23][CH2:22][NH:21][CH2:20][CH2:19]2)[C:5](=[O:17])[C:6]2[CH:11]=[CH:10][C:9]([C:12]3[O:16][CH:15]=[N:14][CH:13]=3)=[CH:8][CH:7]=2)[CH2:3][CH2:2]1.Cl[C:25]1[O:29][N:28]=[C:27]([C:30]2[CH:35]=[CH:34][C:33]([O:36][CH3:37])=[CH:32][CH:31]=2)[N:26]=1. Product: [CH:1]1([N:4]([CH:18]2[CH2:23][CH2:22][N:21]([C:25]3[O:29][N:28]=[C:27]([C:30]4[CH:35]=[CH:34][C:33]([O:36][CH3:37])=[CH:32][CH:31]=4)[N:26]=3)[CH2:20][CH2:19]2)[C:5](=[O:17])[C:6]2[CH:7]=[CH:8][C:9]([C:12]3[O:16][CH:15]=[N:14][CH:13]=3)=[CH:10][CH:11]=2)[CH2:3][CH2:2]1. The catalyst class is: 60. (3) Reactant: Br.C(OC(=O)[NH:8][C@H:9]1[CH2:14][CH2:13][C@H:12]([CH:15]2[CH2:28][C:27]3[C:26]4[C:21](=[CH:22][CH:23]=[C:24]([O:29]C)[CH:25]=4)[N:20]=[CH:19][C:18]=3[O:17][CH2:16]2)[CH2:11][CH2:10]1)(C)(C)C. Product: [NH2:8][C@H:9]1[CH2:10][CH2:11][C@H:12]([CH:15]2[CH2:28][C:27]3[C:26]4[C:21](=[CH:22][CH:23]=[C:24]([OH:29])[CH:25]=4)[N:20]=[CH:19][C:18]=3[O:17][CH2:16]2)[CH2:13][CH2:14]1. The catalyst class is: 15. (4) The catalyst class is: 1. Reactant: C([O-])([O-])=O.[K+].[K+].[CH2:7]([CH:9]1[CH2:18][C:17](=[O:19])[C:16]2[C:11](=[C:12]([CH3:21])[N:13]=[C:14]([CH3:20])[CH:15]=2)[NH:10]1)[CH3:8].Cl[C:23]([O:25][CH2:26][CH3:27])=[O:24]. Product: [CH2:26]([O:25][C:23]([N:10]1[C:11]2[C:16](=[CH:15][C:14]([CH3:20])=[N:13][C:12]=2[CH3:21])[C:17](=[O:19])[CH2:18][CH:9]1[CH2:7][CH3:8])=[O:24])[CH3:27].